This data is from Full USPTO retrosynthesis dataset with 1.9M reactions from patents (1976-2016). The task is: Predict the reactants needed to synthesize the given product. (1) Given the product [NH2:12][C:11]1[C:13]([C:17](=[O:18])[NH:5][CH3:4])=[CH:14][CH:15]=[CH:16][C:10]=1[C:9]([OH:8])=[O:20], predict the reactants needed to synthesize it. The reactants are: [OH-].[Na+].Cl.[CH3:4][NH2:5].O=C1[NH:12][C:11]2[C:13]([C:17](O)=[O:18])=[CH:14][CH:15]=[CH:16][C:10]=2[C:9](=[O:20])[O:8]1.Cl. (2) Given the product [F:1][C:2]([F:11])([F:10])[CH:3]1[CH2:8][CH2:7][CH2:6][C:5](=[N:13][OH:14])[CH2:4]1, predict the reactants needed to synthesize it. The reactants are: [F:1][C:2]([F:11])([F:10])[CH:3]1[CH2:8][CH2:7][CH2:6][C:5](=O)[CH2:4]1.Cl.[NH2:13][OH:14].C([O-])(=O)C.[Na+].C(OCC)(=O)C.